Dataset: Full USPTO retrosynthesis dataset with 1.9M reactions from patents (1976-2016). Task: Predict the reactants needed to synthesize the given product. (1) Given the product [Br:7][C:8]1[CH:9]=[C:17]([CH:11]=[CH:12][C:13]=1[Br:14])[C:16]([OH:19])=[O:18], predict the reactants needed to synthesize it. The reactants are: [Mn]([O-])(=O)(=O)=O.[K+].[Br:7][C:8]1[CH:9]=C(C)[CH:11]=[CH:12][C:13]=1[Br:14].[C:16]([OH:19])(=[O:18])[CH3:17]. (2) Given the product [Cl:1][C:2]1[CH:7]=[CH:6][N:5]=[C:4]2[N:8]([CH2:19][O:18][CH2:17][CH2:16][Si:15]([CH3:22])([CH3:21])[CH3:14])[CH:9]=[C:10]([I:11])[C:3]=12, predict the reactants needed to synthesize it. The reactants are: [Cl:1][C:2]1[CH:7]=[CH:6][N:5]=[C:4]2[NH:8][CH:9]=[C:10]([I:11])[C:3]=12.[H-].[Na+].[CH3:14][Si:15]([CH3:22])([CH3:21])[CH2:16][CH2:17][O:18][CH2:19]Cl. (3) Given the product [N:4]([CH2:5][C:6]1[CH:7]=[CH:8][C:9]([C:10]([OH:12])=[O:11])=[CH:13][CH:14]=1)=[C:1]=[S:3], predict the reactants needed to synthesize it. The reactants are: [C:1](=[S:3])=S.[NH2:4][CH2:5][C:6]1[CH:14]=[CH:13][C:9]([C:10]([OH:12])=[O:11])=[CH:8][CH:7]=1.C(N(CC)CC)C.II.Cl.S([O-])([O-])=O.[Na+].[Na+].